Dataset: Peptide-MHC class II binding affinity with 134,281 pairs from IEDB. Task: Regression. Given a peptide amino acid sequence and an MHC pseudo amino acid sequence, predict their binding affinity value. This is MHC class II binding data. (1) The peptide sequence is TLTEALRVIAGTLEV. The MHC is DRB1_1101 with pseudo-sequence DRB1_1101. The binding affinity (normalized) is 0.311. (2) The peptide sequence is GELQIVDKIDAAWKI. The MHC is DRB1_0701 with pseudo-sequence DRB1_0701. The binding affinity (normalized) is 0.613. (3) The peptide sequence is GIKQLQARVLAVERYLK. The MHC is HLA-DQA10401-DQB10402 with pseudo-sequence HLA-DQA10401-DQB10402. The binding affinity (normalized) is 0.341. (4) The peptide sequence is NIWADDLAASLSTLE. The MHC is HLA-DQA10301-DQB10302 with pseudo-sequence HLA-DQA10301-DQB10302. The binding affinity (normalized) is 0.608. (5) The peptide sequence is EGHHLASAAIFGHDG. The MHC is DRB1_0901 with pseudo-sequence DRB1_0901. The binding affinity (normalized) is 0.490. (6) The peptide sequence is AFKVAATAANAAPANY. The MHC is HLA-DQA10501-DQB10301 with pseudo-sequence HLA-DQA10501-DQB10301. The binding affinity (normalized) is 0.681.